Task: Predict the product of the given reaction.. Dataset: Forward reaction prediction with 1.9M reactions from USPTO patents (1976-2016) (1) Given the reactants [C:1]1([C:7]2([CH2:12][CH2:13][CH2:14][N:15]3C(=O)C4C(=CC=CC=4)C3=O)[O:11][CH2:10][CH2:9][O:8]2)[CH:6]=[CH:5][CH:4]=[CH:3][CH:2]=1, predict the reaction product. The product is: [C:1]1([C:7]2([CH2:12][CH2:13][CH2:14][NH2:15])[O:11][CH2:10][CH2:9][O:8]2)[CH:2]=[CH:3][CH:4]=[CH:5][CH:6]=1. (2) Given the reactants [H][H].[C:3]([O:7][C:8]([C:10]1([CH3:29])[C:18]2[C:13](=[CH:14][CH:15]=[CH:16][CH:17]=2)[CH2:12][N:11]1C(OCC1C=CC=CC=1)=O)=[O:9])([CH3:6])([CH3:5])[CH3:4], predict the reaction product. The product is: [C:3]([O:7][C:8]([C:10]1([CH3:29])[CH:18]2[CH:13]([CH2:14][CH2:15][CH2:16][CH2:17]2)[CH2:12][NH:11]1)=[O:9])([CH3:6])([CH3:4])[CH3:5]. (3) Given the reactants [Cl:1][C:2]1[S:6][C:5]([S:7]([NH:10][C@H:11]([C:17](O)=[O:18])[CH:12]([CH2:15][CH3:16])[CH2:13][CH3:14])(=[O:9])=[O:8])=[CH:4][CH:3]=1, predict the reaction product. The product is: [Cl:1][C:2]1[S:6][C:5]([S:7]([NH:10][C@H:11]([CH2:17][OH:18])[CH:12]([CH2:13][CH3:14])[CH2:15][CH3:16])(=[O:9])=[O:8])=[CH:4][CH:3]=1. (4) Given the reactants [C:1]1([C:7]2[C:15]3[C:10](=[N:11][CH:12]=[C:13]([N:16]4[CH2:19][CH:18]([NH:20][C:21](=[O:24])[CH:22]=[CH2:23])[CH2:17]4)[CH:14]=3)[N:9](S(C3C=CC(C)=CC=3)(=O)=O)[CH:8]=2)[CH:6]=[CH:5][CH:4]=[CH:3][CH:2]=1.[OH-].[Li+], predict the reaction product. The product is: [C:1]1([C:7]2[C:15]3[C:10](=[N:11][CH:12]=[C:13]([N:16]4[CH2:17][CH:18]([NH:20][C:21](=[O:24])[CH:22]=[CH2:23])[CH2:19]4)[CH:14]=3)[NH:9][CH:8]=2)[CH:2]=[CH:3][CH:4]=[CH:5][CH:6]=1. (5) The product is: [Br:12][C:13]1[CH:14]=[CH:15][C:16]2[O:11][C:4]([CH:1]3[CH2:3][CH2:2]3)=[C:5]([C:6]([O:8][CH2:9][CH3:10])=[O:7])[C:17]=2[CH:18]=1. Given the reactants [CH:1]1([C:4](=[O:11])[CH2:5][C:6]([O:8][CH2:9][CH3:10])=[O:7])[CH2:3][CH2:2]1.[Br:12][C:13]1[CH:18]=[CH:17][C:16](O)=[CH:15][CH:14]=1.CC.[Cl].[Cl], predict the reaction product.